From a dataset of Reaction yield outcomes from USPTO patents with 853,638 reactions. Predict the reaction yield, written as a fraction of the theoretical maximum amount of product (1.0 means a 100% yield; for example, 0.34 means a 34% yield). (1) The reactants are Cl[C:2]1[C:7]([CH2:8][CH2:9][CH2:10][NH:11][C@@H:12]2[C@H:16]([CH2:17][CH3:18])[CH2:15][C@H:14]([NH:19][S:20]([CH:23]3[CH2:25][CH2:24]3)(=[O:22])=[O:21])[CH2:13]2)=[CH:6][N:5]=[C:4]2[N:26]([S:29]([C:32]3[CH:38]=[CH:37][C:35]([CH3:36])=[CH:34][CH:33]=3)(=[O:31])=[O:30])[CH:27]=[CH:28][C:3]=12.CCN(C(C)C)C(C)C.[I-].[K+]. The catalyst is C(O)CC. The product is [CH2:17]([C@H:16]1[C@@H:12]([N:11]2[C:2]3[C:7](=[CH:6][N:5]=[C:4]4[N:26]([S:29]([C:32]5[CH:38]=[CH:37][C:35]([CH3:36])=[CH:34][CH:33]=5)(=[O:31])=[O:30])[CH:27]=[CH:28][C:3]4=3)[CH2:8][CH2:9][CH2:10]2)[CH2:13][C@@H:14]([NH:19][S:20]([CH:23]2[CH2:25][CH2:24]2)(=[O:22])=[O:21])[CH2:15]1)[CH3:18]. The yield is 0.270. (2) The product is [CH3:24][O:23][C:21]([CH:16]1[CH2:17][CH2:18][CH2:19][CH2:20][N:15]1[C:2]1[C:11]([N+:12]([O-:14])=[O:13])=[CH:10][C:5]([C:6]([O:8][CH3:9])=[O:7])=[CH:4][N:3]=1)=[O:22]. The reactants are Cl[C:2]1[C:11]([N+:12]([O-:14])=[O:13])=[CH:10][C:5]([C:6]([O:8][CH3:9])=[O:7])=[CH:4][N:3]=1.[NH:15]1[CH2:20][CH2:19][CH2:18][CH2:17][CH:16]1[C:21]([O:23][CH3:24])=[O:22]. The yield is 0.990. The catalyst is ClCCl. (3) The reactants are [O:1]1[CH2:6][CH2:5][CH2:4][CH2:3][CH:2]1[N:7]1[C:15]2[C:10](=[CH:11][C:12]([C:16]3[N:20]=[CH:19][N:18]([C:21]([C:34]4[CH:39]=[CH:38][CH:37]=[CH:36][CH:35]=4)([C:28]4[CH:33]=[CH:32][CH:31]=[CH:30][CH:29]=4)[C:22]4[CH:27]=[CH:26][CH:25]=[CH:24][CH:23]=4)[N:17]=3)=[CH:13][CH:14]=2)[C:9]([C:40]2[CH:41]=[C:42]([CH:47]=[CH:48][CH:49]=2)[C:43]([O:45]C)=O)=[N:8]1.O.[OH-].[Li+].[CH3:53][C@@H:54]([NH2:61])[C:55]1[CH:60]=[CH:59][CH:58]=[CH:57][CH:56]=1.O.ON1C2C=CC=CC=2N=N1. The catalyst is O1CCCC1.O1CCCC1.O. The product is [C:55]1([C@H:54]([NH:61][C:43]([C:42]2[CH:47]=[CH:48][CH:49]=[C:40]([C:9]3[C:10]4[C:15](=[CH:14][CH:13]=[C:12]([C:16]5[N:20]=[CH:19][N:18]([C:21]([C:22]6[CH:23]=[CH:24][CH:25]=[CH:26][CH:27]=6)([C:28]6[CH:33]=[CH:32][CH:31]=[CH:30][CH:29]=6)[C:34]6[CH:39]=[CH:38][CH:37]=[CH:36][CH:35]=6)[N:17]=5)[CH:11]=4)[N:7]([CH:2]4[CH2:3][CH2:4][CH2:5][CH2:6][O:1]4)[N:8]=3)[CH:41]=2)=[O:45])[CH3:53])[CH:60]=[CH:59][CH:58]=[CH:57][CH:56]=1. The yield is 0.860. (4) The reactants are [CH2:1]1[C@@H:5]2[CH:6]3[C:11](=[O:12])[O:10][C:8](=[O:9])[CH:7]3[C@H:2]1[CH:3]=[CH:4]2.C1(C)C=CC=CC=1.COC1C=CC2N=CC=C([C@H](O)[C@@H]3N4C[C@H](C=C)C(CC4)C3)C=2C=1.[CH3:44][OH:45]. The catalyst is C(Cl)(Cl)(Cl)Cl. The product is [CH3:44][O:45][C:11]([C@H:6]1[C@@H:5]2[CH2:1][C@@H:2]([CH:3]=[CH:4]2)[C@H:7]1[C:8]([OH:10])=[O:9])=[O:12]. The yield is 0.940.